This data is from Full USPTO retrosynthesis dataset with 1.9M reactions from patents (1976-2016). The task is: Predict the reactants needed to synthesize the given product. (1) The reactants are: [Cl:1][C:2]1[C:6]([Cl:7])=[C:5]([CH3:8])[NH:4][C:3]=1[C:9]([NH:11][C:12]1[CH:17]=[CH:16][C:15]([C:18]2[N:19]=[N:20][N:21]([CH2:23][C:24]([O:26]CC)=[O:25])[CH:22]=2)=[CH:14][CH:13]=1)=[O:10].Cl. Given the product [Cl:1][C:2]1[C:6]([Cl:7])=[C:5]([CH3:8])[NH:4][C:3]=1[C:9]([NH:11][C:12]1[CH:17]=[CH:16][C:15]([C:18]2[N:19]=[N:20][N:21]([CH2:23][C:24]([OH:26])=[O:25])[CH:22]=2)=[CH:14][CH:13]=1)=[O:10], predict the reactants needed to synthesize it. (2) Given the product [ClH:19].[NH2:1][CH2:4][C:5](=[O:18])[C:6]([C:9]1[CH:14]=[CH:13][C:12]([F:15])=[C:11]([O:16][CH3:17])[CH:10]=1)([CH3:8])[CH3:7], predict the reactants needed to synthesize it. The reactants are: [N:1]([CH2:4][C:5](=[O:18])[C:6]([C:9]1[CH:14]=[CH:13][C:12]([F:15])=[C:11]([O:16][CH3:17])[CH:10]=1)([CH3:8])[CH3:7])=[N+]=[N-].[ClH:19]. (3) The reactants are: [N:1]1([C:10]([O:12][CH2:13][C:14]2[CH:19]=[CH:18][CH:17]=[CH:16][CH:15]=2)=[O:11])[CH2:5][CH2:4][CH:3]([C:6]([O:8][CH3:9])=[O:7])[CH2:2]1.[CH3:20][Si]([N-][Si](C)(C)C)(C)C.[Li+].CI.[Cl-].[NH4+]. Given the product [CH3:20][C:3]1([C:6]([O:8][CH3:9])=[O:7])[CH2:4][CH2:5][N:1]([C:10]([O:12][CH2:13][C:14]2[CH:19]=[CH:18][CH:17]=[CH:16][CH:15]=2)=[O:11])[CH2:2]1, predict the reactants needed to synthesize it. (4) Given the product [CH:31]1([CH2:30][N:17]2[C:16](=[O:34])[C:15]([CH2:14][N:11]3[CH2:12][CH2:13][NH:8][CH2:9][CH2:10]3)=[CH:20][C:19]([C:21]3[CH:26]=[CH:25][C:24]([O:27][CH3:28])=[C:23]([F:29])[CH:22]=3)=[N:18]2)[CH2:33][CH2:32]1, predict the reactants needed to synthesize it. The reactants are: C(OC([N:8]1[CH2:13][CH2:12][N:11]([CH2:14][C:15]2[C:16](=[O:34])[N:17]([CH2:30][CH:31]3[CH2:33][CH2:32]3)[N:18]=[C:19]([C:21]3[CH:26]=[CH:25][C:24]([O:27][CH3:28])=[C:23]([F:29])[CH:22]=3)[CH:20]=2)[CH2:10][CH2:9]1)=O)(C)(C)C.C(=O)([O-])[O-].[K+].[K+]. (5) The reactants are: [C:1]([O:5][C:6]([N:8]1[CH2:14][CH2:13][CH2:12][N:11]([C:15]([C:17]2[CH:18]=[C:19]3[C:23](=[CH:24][CH:25]=2)[NH:22][C:21]([C:26]([OH:28])=O)=[CH:20]3)=[O:16])[CH2:10][CH2:9]1)=[O:7])([CH3:4])([CH3:3])[CH3:2].[NH:29]1[CH2:34][CH2:33][O:32][CH2:31][CH2:30]1.Cl.C(N=C=NCCCN(C)C)C. Given the product [C:1]([O:5][C:6]([N:8]1[CH2:14][CH2:13][CH2:12][N:11]([C:15]([C:17]2[CH:18]=[C:19]3[C:23](=[CH:24][CH:25]=2)[NH:22][C:21]([C:26]([N:29]2[CH2:34][CH2:33][O:32][CH2:31][CH2:30]2)=[O:28])=[CH:20]3)=[O:16])[CH2:10][CH2:9]1)=[O:7])([CH3:4])([CH3:2])[CH3:3], predict the reactants needed to synthesize it. (6) Given the product [CH2:1]([C:4]1[CH:9]=[C:8]([O:10][CH2:11][C:12]2[CH:17]=[CH:16][CH:15]=[CH:14][CH:13]=2)[CH:7]=[CH:6][C:5]=1[O:18][CH2:21][CH:20]=[CH2:19])[CH:2]=[CH2:3], predict the reactants needed to synthesize it. The reactants are: [CH2:1]([C:4]1[CH:9]=[C:8]([O:10][CH2:11][C:12]2[CH:17]=[CH:16][CH:15]=[CH:14][CH:13]=2)[CH:7]=[CH:6][C:5]=1[OH:18])[CH:2]=[CH2:3].[CH2:19](Br)[CH:20]=[CH2:21].C(=O)([O-])[O-].[Cs+].[Cs+]. (7) Given the product [Cl:1][C:2]1[C:3]([O:14][CH3:15])=[CH:4][C:5]([O:12][CH3:13])=[C:6]([CH2:8][C:9]([N:29]2[CH2:33][CH2:32][C:31]([C:34]3[CH:35]=[CH:36][C:37]([NH:40][C:41]([NH:43][CH3:44])=[O:42])=[CH:38][CH:39]=3)=[N:30]2)=[O:11])[CH:7]=1, predict the reactants needed to synthesize it. The reactants are: [Cl:1][C:2]1[C:3]([O:14][CH3:15])=[CH:4][C:5]([O:12][CH3:13])=[C:6]([CH2:8][C:9]([OH:11])=O)[CH:7]=1.C(Cl)(=O)C(Cl)=O.FC(F)(F)C(O)=O.[NH:29]1[CH2:33][CH2:32][C:31]([C:34]2[CH:39]=[CH:38][C:37]([NH:40][C:41]([NH:43][CH3:44])=[O:42])=[CH:36][CH:35]=2)=[N:30]1.